Dataset: Full USPTO retrosynthesis dataset with 1.9M reactions from patents (1976-2016). Task: Predict the reactants needed to synthesize the given product. (1) Given the product [CH:1]1([CH2:8][CH2:9][NH:10][C:11](=[O:59])[C@H:12]([CH3:58])[C@H:13]([C@@H:16]2[CH2:20][CH2:19][CH2:18][N:17]2[C:21](=[O:57])[CH2:22][C@@H:23]([O:55][CH3:56])[C@@H:24]([N:29]([CH3:54])[C:30](=[O:53])[C@H:31]([CH:50]([CH3:51])[CH3:52])[NH2:32])[C@@H:25]([CH3:28])[CH2:26][CH3:27])[O:14][CH3:15])[CH:7]=[CH:6][CH:5]=[CH:4][CH:3]=[CH:2]1, predict the reactants needed to synthesize it. The reactants are: [CH:1]1([CH2:8][CH2:9][NH:10][C:11](=[O:59])[C@H:12]([CH3:58])[C@H:13]([C@@H:16]2[CH2:20][CH2:19][CH2:18][N:17]2[C:21](=[O:57])[CH2:22][C@@H:23]([O:55][CH3:56])[C@@H:24]([N:29]([CH3:54])[C:30](=[O:53])[C@H:31]([CH:50]([CH3:52])[CH3:51])[NH:32]C(OCC2C3C=CC=CC=3C3C2=CC=CC=3)=O)[C@@H:25]([CH3:28])[CH2:26][CH3:27])[O:14][CH3:15])[CH:7]=[CH:6][CH:5]=[CH:4][CH:3]=[CH:2]1.C(NCC)C. (2) Given the product [CH2:31]([O:33][C:34]1[CH:35]=[C:36]([CH:39]=[C:40]([O:47][CH2:48][CH3:49])[C:41]=1[N:42]1[CH:46]=[CH:45][CH:44]=[CH:43]1)[CH2:37][N:21]1[CH2:22][CH2:23][CH:18]([NH:17][C:15](=[O:16])[C:14]2[CH:24]=[C:25]([O:27][CH3:28])[CH:26]=[C:12]([O:11][CH2:10][CH:9]([OH:8])[CH2:29][OH:30])[CH:13]=2)[CH2:19][CH2:20]1)[CH3:32], predict the reactants needed to synthesize it. The reactants are: FC(F)(F)C(O)=O.[OH:8][CH:9]([CH2:29][OH:30])[CH2:10][O:11][C:12]1[CH:13]=[C:14]([CH:24]=[C:25]([O:27][CH3:28])[CH:26]=1)[C:15]([NH:17][CH:18]1[CH2:23][CH2:22][NH:21][CH2:20][CH2:19]1)=[O:16].[CH2:31]([O:33][C:34]1[CH:35]=[C:36]([CH:39]=[C:40]([O:47][CH2:48][CH3:49])[C:41]=1[N:42]1[CH:46]=[CH:45][CH:44]=[CH:43]1)[CH:37]=O)[CH3:32].C([BH3-])#N.[Na+].C(N(C(C)C)C(C)C)C. (3) Given the product [F:21][C:12]1[CH:13]=[C:14]([S:17]([CH3:20])(=[O:18])=[O:19])[CH:15]=[CH:16][C:11]=1[C:9]1[O:8][N:7]=[C:6]([C:4]([OH:5])=[O:3])[N:10]=1, predict the reactants needed to synthesize it. The reactants are: C([O:3][C:4]([C:6]1[N:10]=[C:9]([C:11]2[CH:16]=[CH:15][C:14]([S:17]([CH3:20])(=[O:19])=[O:18])=[CH:13][C:12]=2[F:21])[O:8][N:7]=1)=[O:5])C.[Li+].[OH-]. (4) The reactants are: [ClH:1].[CH2:2]([O:9][C:10]1[C:11]([NH:17][C:18]2[S:19][CH:20]=[C:21]([CH3:23])[N:22]=2)=[N:12][CH:13]=[C:14](Br)[CH:15]=1)[C:3]1[CH:8]=[CH:7][CH:6]=[CH:5][CH:4]=1.[Li]C.C([Li])CCC.[CH:31]1([S:37][S:37][CH:31]2[CH2:36][CH2:35][CH2:34][CH2:33][CH2:32]2)[CH2:36][CH2:35][CH2:34][CH2:33][CH2:32]1. Given the product [ClH:1].[CH2:2]([O:9][C:10]1[C:11]([NH:17][C:18]2[S:19][CH:20]=[C:21]([CH3:23])[N:22]=2)=[N:12][CH:13]=[C:14]([S:37][CH:31]2[CH2:36][CH2:35][CH2:34][CH2:33][CH2:32]2)[CH:15]=1)[C:3]1[CH:8]=[CH:7][CH:6]=[CH:5][CH:4]=1, predict the reactants needed to synthesize it. (5) The reactants are: Cl[C:2]1[C:3]2[C:4](=[CH:13][N:14](CC3C=CC(OC)=CC=3)[N:15]=2)[N:5]=[C:6]([C:8]2[O:9][CH:10]=[CH:11][N:12]=2)[N:7]=1.[CH3:25][O:26][C:27]1[CH:28]=[C:29]([CH:31]=[CH:32][C:33]=1[O:34][CH3:35])[NH2:30].Cl. Given the product [CH3:25][O:26][C:27]1[CH:28]=[C:29]([NH:30][C:2]2[C:3]3[NH:15][N:14]=[CH:13][C:4]=3[N:5]=[C:6]([C:8]3[O:9][CH:10]=[CH:11][N:12]=3)[N:7]=2)[CH:31]=[CH:32][C:33]=1[O:34][CH3:35], predict the reactants needed to synthesize it. (6) Given the product [CH2:22]([N:28]1[CH2:2][CH:3]2[CH:4]([CH:5]2[C:6]2[CH:7]=[CH:8][CH:9]=[CH:10][CH:11]=2)[C:12]1=[O:14])[CH2:23][CH2:24][CH2:25][CH2:26][CH3:27], predict the reactants needed to synthesize it. The reactants are: Br[CH2:2][CH:3]1[CH:5]([C:6]2[CH:11]=[CH:10][CH:9]=[CH:8][CH:7]=2)[CH:4]1[C:12]([O:14]CC)=O.C(=O)([O-])O.[Na+].[CH2:22]([NH2:28])[CH2:23][CH2:24][CH2:25][CH2:26][CH3:27].O.